This data is from Forward reaction prediction with 1.9M reactions from USPTO patents (1976-2016). The task is: Predict the product of the given reaction. (1) Given the reactants [Cl:1][C:2]1[CH:3]=[C:4]([NH:20][C:21]2[C:31]3[CH:30]=[C:29]([C:32](O)=[O:33])[CH2:28][CH2:27][NH:26][C:25]=3[N:24]=[CH:23][N:22]=2)[CH:5]=[N:6][C:7]=1[O:8][C:9]1[CH:14]=[CH:13][CH:12]=[C:11]([O:15][C:16]([F:19])([F:18])[F:17])[CH:10]=1.Cl.[CH3:36][O:37][CH2:38][CH2:39][O:40][CH2:41][CH2:42][NH2:43].Cl.C(N=C=NCCCN(C)C)C.O.ON1C2C=CC=CC=2N=N1, predict the reaction product. The product is: [Cl:1][C:2]1[CH:3]=[C:4]([NH:20][C:21]2[C:31]3[CH:30]=[C:29]([C:32]([NH:43][CH2:42][CH2:41][O:40][CH2:39][CH2:38][O:37][CH3:36])=[O:33])[CH2:28][CH2:27][NH:26][C:25]=3[N:24]=[CH:23][N:22]=2)[CH:5]=[N:6][C:7]=1[O:8][C:9]1[CH:14]=[CH:13][CH:12]=[C:11]([O:15][C:16]([F:18])([F:17])[F:19])[CH:10]=1. (2) Given the reactants [CH3:1][O:2][C:3]([C:5]12[CH2:14][CH:9]3[CH2:10][CH:11]([CH2:13][CH:7]([CH:8]3[NH:15][C:16](=[O:26])[C:17]3[CH:22]=[CH:21][CH:20]=[C:19]([N+:23]([O-])=O)[CH:18]=3)[CH2:6]1)[CH2:12]2)=[O:4].[H][H], predict the reaction product. The product is: [CH3:1][O:2][C:3]([C:5]12[CH2:14][CH:9]3[CH2:10][CH:11]([CH2:13][CH:7]([CH:8]3[NH:15][C:16](=[O:26])[C:17]3[CH:22]=[CH:21][CH:20]=[C:19]([NH2:23])[CH:18]=3)[CH2:6]1)[CH2:12]2)=[O:4]. (3) Given the reactants [C:1]([NH2:9])(=[O:8])[C:2]1[CH:7]=[CH:6][CH:5]=[CH:4][CH:3]=1.[CH3:10][S:11]([OH:14])(=[O:13])=[O:12], predict the reaction product. The product is: [CH3:10][S:11]([OH:14])(=[O:13])=[O:12].[C:1]([NH2:9])(=[O:8])[C:2]1[CH:7]=[CH:6][CH:5]=[CH:4][CH:3]=1.[C:1]([NH2:9])(=[O:8])[C:2]1[CH:7]=[CH:6][CH:5]=[CH:4][CH:3]=1. (4) Given the reactants [NH2:1][C:2]1[C:3]([C:7]2[N:8]([CH2:27][CH3:28])[C:9]3[C:14]([C:15](O)=[O:16])=[C:13]([O:18][C:19]4[CH:24]=[CH:23][C:22]([F:25])=[CH:21][CH:20]=4)[N:12]=[CH:11][C:10]=3[N:26]=2)=[N:4][O:5][N:6]=1.[C:29]([C:36]1[NH:37][CH:38]=CN=1)([C:31]1[NH:32]C=CN=1)=O.C([C@H]1CCN(N)C1)(OC(C)(C)C)=O.C(O)(C(F)(F)F)=O, predict the reaction product. The product is: [NH2:32][C@H:31]1[CH2:29][CH2:36][N:37]([C:15]([C:14]2[C:9]3[N:8]([CH2:27][CH3:28])[C:7]([C:3]4[C:2]([NH2:1])=[N:6][O:5][N:4]=4)=[N:26][C:10]=3[CH:11]=[N:12][C:13]=2[O:18][C:19]2[CH:24]=[CH:23][C:22]([F:25])=[CH:21][CH:20]=2)=[O:16])[CH2:38]1. (5) Given the reactants [CH3:1][C:2]1[S:6][C:5]([C:7]([OH:9])=[O:8])=[CH:4][C:3]=1[N+:10]([O-:12])=[O:11].S(=O)(=O)(O)O.[C:18](=O)(O)[O-].[Na+], predict the reaction product. The product is: [CH3:18][O:8][C:7]([C:5]1[S:6][C:2]([CH3:1])=[C:3]([N+:10]([O-:12])=[O:11])[CH:4]=1)=[O:9]. (6) The product is: [CH3:33][N:34]([CH3:43])[C:35]([N:37]1[CH2:38][CH2:39][N:40]([C:21]([C:16]2[NH:17][C:18]3[C:14]([CH:15]=2)=[CH:13][C:12]([C:10]([N:7]2[CH2:8][CH2:9][N:4]([CH:1]([CH3:3])[CH3:2])[CH2:5][CH2:6]2)=[O:11])=[CH:20][CH:19]=3)=[O:22])[CH2:41][CH2:42]1)=[O:36]. Given the reactants [CH:1]([N:4]1[CH2:9][CH2:8][N:7]([C:10]([C:12]2[CH:13]=[C:14]3[C:18](=[CH:19][CH:20]=2)[NH:17][C:16]([C:21](N2CCN(S(C)(=O)=O)CC2)=[O:22])=[CH:15]3)=[O:11])[CH2:6][CH2:5]1)([CH3:3])[CH3:2].[CH3:33][N:34]([CH3:43])[C:35]([N:37]1[CH2:42][CH2:41][NH:40][CH2:39][CH2:38]1)=[O:36], predict the reaction product.